From a dataset of HIV replication inhibition screening data with 41,000+ compounds from the AIDS Antiviral Screen. Binary Classification. Given a drug SMILES string, predict its activity (active/inactive) in a high-throughput screening assay against a specified biological target. (1) The compound is O=C(O)CCCCCCCC(=O)O. The result is 0 (inactive). (2) The compound is S=C1N=C(Cl)C(=Cc2ccco2)N1. The result is 0 (inactive).